From a dataset of Reaction yield outcomes from USPTO patents with 853,638 reactions. Predict the reaction yield, written as a fraction of the theoretical maximum amount of product (1.0 means a 100% yield; for example, 0.34 means a 34% yield). (1) The reactants are Br[C:2]1[C:3]([C:14]2[CH:19]=[CH:18][CH:17]=[CH:16][CH:15]=2)=[CH:4][C:5]2[N:10]([CH3:11])[C:9](=[O:12])[CH2:8][O:7][C:6]=2[N:13]=1.[C:20]([O:24][C:25](=[O:45])[NH:26][C:27]1([C:30]2[CH:35]=[CH:34][C:33](B3OC(C)(C)C(C)(C)O3)=[CH:32][CH:31]=2)[CH2:29][CH2:28]1)([CH3:23])([CH3:22])[CH3:21].C(=O)([O-])[O-].[Na+].[Na+]. The catalyst is O1CCOCC1.O.[Cl-].[Na+].O. The product is [C:20]([O:24][C:25](=[O:45])[NH:26][C:27]1([C:30]2[CH:31]=[CH:32][C:33]([C:2]3[C:3]([C:14]4[CH:19]=[CH:18][CH:17]=[CH:16][CH:15]=4)=[CH:4][C:5]4[N:10]([CH3:11])[C:9](=[O:12])[CH2:8][O:7][C:6]=4[N:13]=3)=[CH:34][CH:35]=2)[CH2:28][CH2:29]1)([CH3:23])([CH3:21])[CH3:22]. The yield is 1.00. (2) The reactants are [NH2:1][C:2]1[CH:7]=[CH:6][C:5]([C:8]#[N:9])=[CH:4][N:3]=1.[CH2:10]([O:12][C:13](=[O:18])/[CH:14]=[CH:15]/[CH:16]=O)[CH3:11]. The catalyst is C(#N)C. The product is [CH2:10]([O:12][C:13](=[O:18])[CH2:14][C:15]1[N:3]2[CH:4]=[C:5]([C:8]#[N:9])[CH:6]=[CH:7][C:2]2=[N:1][CH:16]=1)[CH3:11]. The yield is 0.290. (3) The reactants are [Cl:1][C:2]1[CH:10]=[CH:9][CH:8]=[C:7]2[C:3]=1[CH:4]=[CH:5][NH:6]2.[F:11][C:12]([F:23])([F:22])[C:13](O[C:13](=[O:14])[C:12]([F:23])([F:22])[F:11])=[O:14]. The catalyst is CN(C=O)C. The product is [Cl:1][C:2]1[CH:10]=[CH:9][CH:8]=[C:7]2[C:3]=1[C:4]([C:13](=[O:14])[C:12]([F:23])([F:22])[F:11])=[CH:5][NH:6]2. The yield is 0.950. (4) The reactants are [CH3:1][C:2]1[C:3]([C@H:8]2[CH2:13][CH2:12][CH2:11][C@@H:10]([C:14]3[C:19]([CH3:20])=[CH:18][CH:17]=[CH:16][N:15]=3)[NH:9]2)=[N:4][CH:5]=[CH:6][CH:7]=1.Br.Br[CH2:23][C:24]1[CH:29]=[CH:28][N:27]=[CH:26][CH:25]=1.CCN(C(C)C)C(C)C. The catalyst is CC#N. The product is [CH3:1][C:2]1[C:3]([C@H:8]2[CH2:13][CH2:12][CH2:11][C@@H:10]([C:14]3[C:19]([CH3:20])=[CH:18][CH:17]=[CH:16][N:15]=3)[N:9]2[CH2:23][C:24]2[CH:29]=[CH:28][N:27]=[CH:26][CH:25]=2)=[N:4][CH:5]=[CH:6][CH:7]=1. The yield is 0.370. (5) The reactants are [C:1]([O:5][C:6](=[O:30])[CH2:7][C@@H:8]([CH2:24][CH:25]1[CH2:29][CH2:28][CH2:27][CH2:26]1)[C:9](N1[C@@H](CC2C=CC=CC=2)COC1=O)=[O:10])([CH3:4])([CH3:3])[CH3:2].OO.[Li+].[OH-].S([O-])([O-])=[O:36].[Na+].[Na+].C(=O)(O)[O-].[Na+]. The catalyst is C1COCC1.O. The product is [C:1]([O:5][C:6](=[O:30])[CH2:7][C@@H:8]([CH2:24][CH:25]1[CH2:29][CH2:28][CH2:27][CH2:26]1)[C:9]([OH:10])=[O:36])([CH3:2])([CH3:3])[CH3:4]. The yield is 0.730. (6) The reactants are [NH2:1][CH:2]1[CH2:8][CH2:7][CH2:6][CH2:5][N:4]([CH2:9][C:10]([OH:12])=[O:11])[C:3]1=[O:13].C(=O)([O-])O.[Na+].[CH:19]1[C:31]2[CH:30]([CH2:32][O:33][C:34](ON3C(=O)CCC3=O)=[O:35])[C:29]3[C:24](=[CH:25][CH:26]=[CH:27][CH:28]=3)[C:23]=2[CH:22]=[CH:21][CH:20]=1.CCOCC. The catalyst is O.O1CCCC1. The product is [CH:19]1[C:31]2[CH:30]([CH2:32][O:33][C:34]([NH:1][CH:2]3[CH2:8][CH2:7][CH2:6][CH2:5][N:4]([CH2:9][C:10]([OH:12])=[O:11])[C:3]3=[O:13])=[O:35])[C:29]3[C:24](=[CH:25][CH:26]=[CH:27][CH:28]=3)[C:23]=2[CH:22]=[CH:21][CH:20]=1. The yield is 0.980.